Dataset: Catalyst prediction with 721,799 reactions and 888 catalyst types from USPTO. Task: Predict which catalyst facilitates the given reaction. (1) Reactant: Cl[C:2]1[CH:7]=[N:6][CH:5]=[C:4]([Cl:8])[N:3]=1.[NH:9]1[C:13]2[CH:14]=[CH:15][C:16]([C:18]([NH2:20])=[O:19])=[CH:17][C:12]=2[N:11]=[CH:10]1.C(=O)([O-])[O-].[Cs+].[Cs+]. Product: [Cl:8][C:4]1[N:3]=[C:2]([N:11]2[C:12]3[CH:17]=[C:16]([C:18]([NH2:20])=[O:19])[CH:15]=[CH:14][C:13]=3[N:9]=[CH:10]2)[CH:7]=[N:6][CH:5]=1. The catalyst class is: 39. (2) Reactant: [Br:1][C:2]1[CH:8]=[CH:7][C:5]([NH2:6])=[C:4]([I:9])[CH:3]=1.Cl[C:11]([O:13][CH3:14])=[O:12]. Product: [Br:1][C:2]1[CH:8]=[CH:7][C:5]([NH:6][C:11](=[O:12])[O:13][CH3:14])=[C:4]([I:9])[CH:3]=1. The catalyst class is: 228. (3) Reactant: [Cl:1][C:2]1[CH:7]=[CH:6][C:5]([C:8]2([C:14]#[N:15])[CH2:13][CH2:12][NH:11][CH2:10][CH2:9]2)=[CH:4][CH:3]=1.[Cl:16][C:17]1[C:18]([C:27]2[O:28][CH:29]=[CH:30][N:31]=2)=[N:19][N:20]([CH2:23][C:24](O)=[O:25])[C:21]=1[CH3:22].CN(C(ON1N=NC2C=CC=NC1=2)=[N+](C)C)C.F[P-](F)(F)(F)(F)F. Product: [Cl:16][C:17]1[C:18]([C:27]2[O:28][CH:29]=[CH:30][N:31]=2)=[N:19][N:20]([CH2:23][C:24]([N:11]2[CH2:12][CH2:13][C:8]([C:5]3[CH:6]=[CH:7][C:2]([Cl:1])=[CH:3][CH:4]=3)([C:14]#[N:15])[CH2:9][CH2:10]2)=[O:25])[C:21]=1[CH3:22]. The catalyst class is: 37. (4) Reactant: [NH2:1][C:2]1[N:3]=[C:4]([NH:17][C:18]2[CH:23]=[CH:22][CH:21]=[C:20]([S:24]([CH3:26])=[O:25])[CH:19]=2)[S:5][C:6]=1[C:7](=[O:16])[C:8]1[C:13]([Cl:14])=[CH:12][CH:11]=[CH:10][C:9]=1[Cl:15].NC1N=C(NC2C=C(SC[C:52]([NH2:54])=[O:53])C=CC=2)SC=1C(=O)C1C(Cl)=CC=CC=1Cl. Product: [NH2:1][C:2]1[N:3]=[C:4]([NH:17][C:18]2[CH:19]=[C:20]([S:24]([CH2:26][C:52]([NH2:54])=[O:53])=[O:25])[CH:21]=[CH:22][CH:23]=2)[S:5][C:6]=1[C:7](=[O:16])[C:8]1[C:9]([Cl:15])=[CH:10][CH:11]=[CH:12][C:13]=1[Cl:14]. The catalyst class is: 191. (5) Reactant: [Br:1][C:2]1[CH:8]=[CH:7][C:5]([NH2:6])=[CH:4][C:3]=1[O:9][CH3:10].[N:11]([O-])=O.[Na+].O.O.[Sn](Cl)Cl. Product: [Br:1][C:2]1[CH:8]=[CH:7][C:5]([NH:6][NH2:11])=[CH:4][C:3]=1[O:9][CH3:10]. The catalyst class is: 126. (6) Reactant: Cl[C:2]1[N:7]=[C:6]([N:8]2[CH2:12][CH2:11][C@@H:10]([F:13])[CH2:9]2)[C:5]([N+:14]([O-:16])=[O:15])=[C:4]([CH3:17])[CH:3]=1.[NH:18]1[CH2:23][CH2:22][O:21][CH2:20][CH2:19]1. Product: [F:13][C@@H:10]1[CH2:11][CH2:12][N:8]([C:6]2[N:7]=[C:2]([N:18]3[CH2:23][CH2:22][O:21][CH2:20][CH2:19]3)[CH:3]=[C:4]([CH3:17])[C:5]=2[N+:14]([O-:16])=[O:15])[CH2:9]1. The catalyst class is: 16. (7) Reactant: [F:1][C:2]([F:18])([F:17])[C:3]([NH:5][C:6]1[C:10]2[CH:11]=[CH:12][C:13]([CH3:16])=[C:14]([I:15])[C:9]=2[O:8][N:7]=1)=[O:4].S(OC)(O[CH3:23])(=O)=O.C(=O)([O-])[O-].[K+].[K+]. Product: [F:18][C:2]([F:17])([F:1])[C:3]([N:5]([C:6]1[C:10]2[CH:11]=[CH:12][C:13]([CH3:16])=[C:14]([I:15])[C:9]=2[O:8][N:7]=1)[CH3:23])=[O:4]. The catalyst class is: 21.